This data is from CYP2D6 inhibition data for predicting drug metabolism from PubChem BioAssay. The task is: Regression/Classification. Given a drug SMILES string, predict its absorption, distribution, metabolism, or excretion properties. Task type varies by dataset: regression for continuous measurements (e.g., permeability, clearance, half-life) or binary classification for categorical outcomes (e.g., BBB penetration, CYP inhibition). Dataset: cyp2d6_veith. (1) The molecule is C[C@H]1COC(=O)CC=C[C@@H](C)[C@@H]2C=C[C@H](O)[C@@H](COC1=O)O2. The result is 0 (non-inhibitor). (2) The molecule is COCCNc1ncnc2ccc(-c3cccnc3)cc12. The result is 0 (non-inhibitor). (3) The compound is CC(=O)[C@@]1(O)Cc2c(O)c3c(c(O)c2[C@H](O[C@H]2C[C@H](N)[C@H](O)[C@H](C)O2)C1)C(=O)c1ccccc1C3=O. The result is 0 (non-inhibitor).